From a dataset of Forward reaction prediction with 1.9M reactions from USPTO patents (1976-2016). Predict the product of the given reaction. (1) Given the reactants [Br:1][C:2]1[CH:3]=[C:4]([F:9])[C:5](Cl)=[N:6][CH:7]=1.Cl.[CH3:11][C:12]1([C:18]([O:20][CH2:21]C)=[O:19])[CH2:17][CH2:16][NH:15][CH2:14][CH2:13]1.C(N(C(C)C)C(C)C)C.CN1CCCC1=O, predict the reaction product. The product is: [Br:1][C:2]1[CH:3]=[C:4]([F:9])[C:5]([N:15]2[CH2:16][CH2:17][C:12]([CH3:11])([C:18]([O:20][CH3:21])=[O:19])[CH2:13][CH2:14]2)=[N:6][CH:7]=1. (2) Given the reactants [C:1]([OH:5])([CH3:4])([CH3:3])[CH3:2].[Br:6][C:7]1[N:8]=[C:9]2[CH2:14][CH:13](C(O)=O)[CH2:12][CH2:11][N:10]2[CH:18]=1.[N-:19]=[N+]=[N-].P([O-])([O:31][C:32]1C=CC=CC=1)(OC1C=CC=CC=1)=O, predict the reaction product. The product is: [Br:6][C:7]1[N:8]=[C:9]2[CH2:14][CH:13]([NH:19][C:32](=[O:31])[O:5][C:1]([CH3:4])([CH3:3])[CH3:2])[CH2:12][CH2:11][N:10]2[CH:18]=1.